From a dataset of Full USPTO retrosynthesis dataset with 1.9M reactions from patents (1976-2016). Predict the reactants needed to synthesize the given product. (1) Given the product [NH2:37][C:8]1[N:7]=[CH:6][C:11](/[CH:12]=[CH:13]/[C:14]([N:29]([CH3:30])[CH2:28][C:20]2[CH2:21][C:22]3[C:27]([C:19]=2[CH3:18])=[CH:26][CH:25]=[CH:24][CH:23]=3)=[O:16])=[CH:10][CH:9]=1, predict the reactants needed to synthesize it. The reactants are: C(Cl)CCl.N[C:6]1[C:11](/[CH:12]=[CH:13]/[C:14]([OH:16])=O)=[CH:10][CH:9]=[CH:8][N:7]=1.Cl.[CH3:18][C:19]1[C:27]2[C:22](=[CH:23][CH:24]=[CH:25][CH:26]=2)[CH2:21][C:20]=1[CH2:28][NH:29][CH3:30].C1C=CC2N(O)N=[N:37]C=2C=1.O.C(N(CC)CC)C. (2) Given the product [CH3:33][CH:32]([CH3:34])[C@H:27]([N:22]1[CH2:21][C:20]2[C:24](=[CH:25][C:17]([C:14]3[CH:15]=[CH:16][C:11]([NH:10][C:9]([NH:8][C:3]4[CH:4]=[CH:5][C:6]([CH3:37])=[CH:7][CH:2]=4)=[S:35])=[CH:12][CH:13]=3)=[CH:18][CH:19]=2)[C:23]1=[O:26])[C:28]([O:30][CH3:31])=[O:29], predict the reactants needed to synthesize it. The reactants are: F[C:2]1[CH:7]=[CH:6][CH:5]=[CH:4][C:3]=1[NH:8][C:9](=[S:35])[NH:10][C:11]1[CH:16]=[CH:15][C:14]([C:17]2[CH:25]=[C:24]3[C:20]([CH2:21][N:22]([C@@H:27]([CH:32]([CH3:34])[CH3:33])[C:28]([O:30][CH3:31])=[O:29])[C:23]3=[O:26])=[CH:19][CH:18]=2)=[CH:13][CH:12]=1.N[C:37]1C=CC(C2C=C3C(CN([C@@H](C(C)C)C(OC)=O)C3=O)=CC=2)=CC=1.CC1C=CC(N=C=S)=CC=1. (3) Given the product [F:1][C:2]([F:20])([C:14]1[CH:19]=[CH:18][CH:17]=[CH:16][CH:15]=1)[CH2:3][O:4][CH2:5][CH2:6][C:7]([F:13])([F:12])[CH2:8][CH2:9][CH:10]=[O:26], predict the reactants needed to synthesize it. The reactants are: [F:1][C:2]([F:20])([C:14]1[CH:19]=[CH:18][CH:17]=[CH:16][CH:15]=1)[CH2:3][O:4][CH2:5][CH2:6][C:7]([F:13])([F:12])[CH2:8][CH2:9][CH:10]=C.FC(F)(CCOCCCCC1C=CC=CC=1)CCC=[O:26]. (4) Given the product [CH3:1][O:2][C:3]1[CH:29]=[CH:28][C:6]([CH2:7][C:8]2[C:17]3[NH:18][C:19]4[CH:20]=[CH:21][CH:22]=[CH:23][C:24]=4[C:16]=3[C:15]3[CH2:14][CH2:13][C:12]([CH3:26])([CH3:27])[CH2:11][C:10]=3[N:9]=2)=[CH:5][CH:4]=1, predict the reactants needed to synthesize it. The reactants are: [CH3:1][O:2][C:3]1[CH:29]=[CH:28][C:6]([CH2:7][C:8]2[C:17]3[NH:18][C:19]4[CH:20]=[CH:21][CH:22]=[CH:23][C:24]=4[C:16]=3[C:15]3[C:14](=O)[CH2:13][C:12]([CH3:27])([CH3:26])[CH2:11][C:10]=3[N:9]=2)=[CH:5][CH:4]=1.NN.Cl.